From a dataset of Forward reaction prediction with 1.9M reactions from USPTO patents (1976-2016). Predict the product of the given reaction. (1) Given the reactants [NH:1]1[C:9]2[C:4](=[CH:5][CH:6]=[CH:7][CH:8]=2)[CH:3]=[N:2]1.Br[CH2:11][C@@H:12]([CH3:22])[CH2:13][O:14][Si:15]([C:18]([CH3:21])([CH3:20])[CH3:19])([CH3:17])[CH3:16].C([O-])([O-])=O.[Cs+].[Cs+].O, predict the reaction product. The product is: [Si:15]([O:14][CH2:13][C@H:12]([CH3:22])[CH2:11][N:1]1[C:9]2[C:4](=[CH:5][CH:6]=[CH:7][CH:8]=2)[CH:3]=[N:2]1)([C:18]([CH3:19])([CH3:20])[CH3:21])([CH3:16])[CH3:17]. (2) Given the reactants Cl.[S:2]1[CH:6]=[CH:5][CH:4]=[C:3]1[CH2:7][O:8][CH:9]1[CH2:12][NH:11][CH2:10]1.CCN=C=NCCCN(C)C.C1C=CC2N(O)N=NC=2C=1.[CH:34]([N:37]([CH:40]([CH3:42])C)[CH2:38][CH3:39])(C)C.Cl.[O:44]=[C:45]1[NH:54][C:53]2[N:52]=[CH:51][C:50](/[CH:55]=[CH:56]/[C:57](O)=[O:58])=[CH:49][C:48]=2[CH2:47][CH2:46]1, predict the reaction product. The product is: [CH3:34][N:37]1[CH2:38][CH2:39][C:46]2([CH2:47][C:48]3[C:53](=[N:52][CH:51]=[C:50](/[CH:55]=[CH:56]/[C:57](=[O:58])[N:11]4[CH2:12][CH:9]([O:8][CH2:7][C:3]5[S:2][CH:6]=[CH:5][CH:4]=5)[CH2:10]4)[CH:49]=3)[NH:54][C:45]2=[O:44])[CH2:42][CH2:40]1. (3) Given the reactants [Cl:1][C:2]1[CH:7]=[CH:6][C:5]([C:8]2[N:12]([CH2:13][CH:14]3[CH2:19][CH2:18][CH2:17][CH2:16][CH2:15]3)[C:11]3[CH:20]=[C:21]([F:25])[C:22]([F:24])=[CH:23][C:10]=3[N:9]=2)=[C:4]([O:26]C)[CH:3]=1.B(Br)(Br)Br, predict the reaction product. The product is: [Cl:1][C:2]1[CH:7]=[CH:6][C:5]([C:8]2[N:12]([CH2:13][CH:14]3[CH2:15][CH2:16][CH2:17][CH2:18][CH2:19]3)[C:11]3[CH:20]=[C:21]([F:25])[C:22]([F:24])=[CH:23][C:10]=3[N:9]=2)=[C:4]([OH:26])[CH:3]=1.